Dataset: Catalyst prediction with 721,799 reactions and 888 catalyst types from USPTO. Task: Predict which catalyst facilitates the given reaction. (1) Reactant: C[O:2][C:3]1[CH:4]=[C:5]2[C:10](=[CH:11][CH:12]=1)[C:9]([O:13][C:14]1[CH:19]=[CH:18][C:17](/[CH:20]=[CH:21]/[C:22]([OH:24])=[O:23])=[CH:16][CH:15]=1)=[C:8]([C:25]1[CH:30]=[CH:29][CH:28]=[CH:27][CH:26]=1)[C:7]([CH2:31][CH2:32][C:33]([F:36])([F:35])[F:34])=[CH:6]2.B(Br)(Br)Br. Product: [OH:2][C:3]1[CH:4]=[C:5]2[C:10](=[CH:11][CH:12]=1)[C:9]([O:13][C:14]1[CH:15]=[CH:16][C:17](/[CH:20]=[CH:21]/[C:22]([OH:24])=[O:23])=[CH:18][CH:19]=1)=[C:8]([C:25]1[CH:30]=[CH:29][CH:28]=[CH:27][CH:26]=1)[C:7]([CH2:31][CH2:32][C:33]([F:34])([F:35])[F:36])=[CH:6]2. The catalyst class is: 2. (2) Reactant: [I-].[CH3:2][S+](C)(C)=O.[OH-].[Na+].[Cl:9][C:10]1[CH:15]=[C:14]([Cl:16])[CH:13]=[C:12]([Cl:17])[C:11]=1/[CH:18]=[CH:19]/[C:20](=[O:22])[CH3:21]. Product: [Cl:9][C:10]1[CH:15]=[C:14]([Cl:16])[CH:13]=[C:12]([Cl:17])[C:11]=1[C@@H:18]1[CH2:2][C@H:19]1[C:20](=[O:22])[CH3:21]. The catalyst class is: 16. (3) Reactant: I[C:2]1[C:3]([C:9]([O:11][CH3:12])=[O:10])=[N:4][C:5]([CH3:8])=[CH:6][CH:7]=1.[CH3:13][C:14]1[CH:18]=[CH:17][NH:16][N:15]=1.CN(C)[C@@H]1CCCC[C@H]1N.C(=O)([O-])[O-].[K+].[K+]. Product: [CH3:8][C:5]1[N:4]=[C:3]([C:9]([O:11][CH3:12])=[O:10])[C:2]([N:16]2[CH:17]=[CH:18][C:14]([CH3:13])=[N:15]2)=[CH:7][CH:6]=1. The catalyst class is: 321. (4) Reactant: [CH:1]([C:4]1[CH:22]=[CH:21][C:7]([CH2:8][NH:9][C:10]([C@H:12]2[CH2:17][N:16]([C:18](=[O:20])[CH3:19])[CH2:15][CH2:14][NH:13]2)=[O:11])=[CH:6][CH:5]=1)([CH3:3])[CH3:2].C(N(CC)CC)C.[I:30][C:31]1[CH:32]=[C:33]([S:42](Cl)(=[O:44])=[O:43])[CH:34]=[CH:35][C:36]=1[O:37][C:38]([F:41])([F:40])[F:39]. Product: [CH:1]([C:4]1[CH:5]=[CH:6][C:7]([CH2:8][NH:9][C:10]([C@H:12]2[CH2:17][N:16]([C:18](=[O:20])[CH3:19])[CH2:15][CH2:14][N:13]2[S:42]([C:33]2[CH:34]=[CH:35][C:36]([O:37][C:38]([F:39])([F:40])[F:41])=[C:31]([I:30])[CH:32]=2)(=[O:44])=[O:43])=[O:11])=[CH:21][CH:22]=1)([CH3:3])[CH3:2]. The catalyst class is: 22. (5) Reactant: [H-].[Li+].[Al+3].[H-].[H-].[H-].[NH2:7][C:8]1[C:13]([C:14](O)=[O:15])=[N:12][CH:11]=[CH:10][N:9]=1. Product: [NH2:7][C:8]1[C:13]([CH2:14][OH:15])=[N:12][CH:11]=[CH:10][N:9]=1. The catalyst class is: 1. (6) Reactant: [C:1]([O:5][C:6](=[O:12])[N:7]([CH3:11])[CH2:8][CH:9]=O)([CH3:4])([CH3:3])[CH3:2].[Cl:13][C:14]1[C:15]([N:20]2[CH2:25][CH2:24][NH:23][CH2:22][CH2:21]2)=[N:16][CH:17]=[CH:18][N:19]=1.C(O[BH-](OC(=O)C)OC(=O)C)(=O)C.[Na+]. Product: [C:1]([O:5][C:6](=[O:12])[N:7]([CH2:8][CH2:9][N:23]1[CH2:24][CH2:25][N:20]([C:15]2[C:14]([Cl:13])=[N:19][CH:18]=[CH:17][N:16]=2)[CH2:21][CH2:22]1)[CH3:11])([CH3:4])([CH3:3])[CH3:2]. The catalyst class is: 26. (7) Reactant: [CH2:1]([NH:8][C:9]1[C:18]2[C:13](=[CH:14][C:15](Cl)=[CH:16][CH:17]=2)[N:12]=[CH:11][CH:10]=1)[C:2]1[CH:7]=[CH:6][CH:5]=[CH:4][CH:3]=1.[H][H]. Product: [CH2:1]([NH:8][C:9]1[C:18]2[C:13](=[CH:14][CH:15]=[CH:16][CH:17]=2)[N:12]=[CH:11][CH:10]=1)[C:2]1[CH:7]=[CH:6][CH:5]=[CH:4][CH:3]=1. The catalyst class is: 19.